From a dataset of NCI-60 drug combinations with 297,098 pairs across 59 cell lines. Regression. Given two drug SMILES strings and cell line genomic features, predict the synergy score measuring deviation from expected non-interaction effect. (1) Drug 1: CC(C)(C#N)C1=CC(=CC(=C1)CN2C=NC=N2)C(C)(C)C#N. Drug 2: CN(CC1=CN=C2C(=N1)C(=NC(=N2)N)N)C3=CC=C(C=C3)C(=O)NC(CCC(=O)O)C(=O)O. Cell line: NCI-H322M. Synergy scores: CSS=40.1, Synergy_ZIP=1.71, Synergy_Bliss=2.63, Synergy_Loewe=-17.4, Synergy_HSA=0.732. (2) Drug 1: CC12CCC(CC1=CCC3C2CCC4(C3CC=C4C5=CN=CC=C5)C)O. Drug 2: C1C(C(OC1N2C=C(C(=O)NC2=O)F)CO)O. Cell line: T-47D. Synergy scores: CSS=6.73, Synergy_ZIP=-2.48, Synergy_Bliss=-0.334, Synergy_Loewe=-0.706, Synergy_HSA=-0.690. (3) Drug 1: CC1=C(C(CCC1)(C)C)C=CC(=CC=CC(=CC(=O)O)C)C. Drug 2: CC1C(C(CC(O1)OC2CC(CC3=C2C(=C4C(=C3O)C(=O)C5=C(C4=O)C(=CC=C5)OC)O)(C(=O)CO)O)N)O.Cl. Cell line: HCT116. Synergy scores: CSS=30.7, Synergy_ZIP=1.49, Synergy_Bliss=1.79, Synergy_Loewe=-24.0, Synergy_HSA=-0.477. (4) Drug 1: C1CC(=O)NC(=O)C1N2CC3=C(C2=O)C=CC=C3N. Drug 2: C1=CC(=CC=C1CC(C(=O)O)N)N(CCCl)CCCl.Cl. Cell line: NCI/ADR-RES. Synergy scores: CSS=15.2, Synergy_ZIP=-3.19, Synergy_Bliss=1.60, Synergy_Loewe=-1.17, Synergy_HSA=1.35. (5) Drug 1: CC1=C(C=C(C=C1)NC(=O)C2=CC=C(C=C2)CN3CCN(CC3)C)NC4=NC=CC(=N4)C5=CN=CC=C5. Drug 2: CC1=C2C(C(=O)C3(C(CC4C(C3C(C(C2(C)C)(CC1OC(=O)C(C(C5=CC=CC=C5)NC(=O)OC(C)(C)C)O)O)OC(=O)C6=CC=CC=C6)(CO4)OC(=O)C)O)C)O. Cell line: KM12. Synergy scores: CSS=30.4, Synergy_ZIP=15.8, Synergy_Bliss=24.7, Synergy_Loewe=14.8, Synergy_HSA=18.0. (6) Drug 1: CC1=C(C(=CC=C1)Cl)NC(=O)C2=CN=C(S2)NC3=CC(=NC(=N3)C)N4CCN(CC4)CCO. Drug 2: CCCCC(=O)OCC(=O)C1(CC(C2=C(C1)C(=C3C(=C2O)C(=O)C4=C(C3=O)C=CC=C4OC)O)OC5CC(C(C(O5)C)O)NC(=O)C(F)(F)F)O. Cell line: NCI-H322M. Synergy scores: CSS=18.8, Synergy_ZIP=0.571, Synergy_Bliss=3.65, Synergy_Loewe=3.29, Synergy_HSA=4.18.